Dataset: Experimentally validated miRNA-target interactions with 360,000+ pairs, plus equal number of negative samples. Task: Binary Classification. Given a miRNA mature sequence and a target amino acid sequence, predict their likelihood of interaction. (1) The miRNA is hsa-miR-3611 with sequence UUGUGAAGAAAGAAAUUCUUA. The protein sequence of the target gene is MQNYKYDKAIVAESKNGGSPALNNNPRKGGSKRVLLICLDLFCLFMAGLPFIIIETSTIKPYHRGFYCNDESIKYPQKTGETINDAVLTAVGIVIAILAIITGEFYRIYYLKEKSRSTIQNPYVAALYKQVGCFLFGCAISQSFTDIAKVSIGRLRPHFLNVCNPDFSQINCSVGYIQNYRCRGEDSKVQEARKSFFSGHASFSMYTMLYLVLYLQARFTWRGARLLRPLLQFTLIMMAFYTGLSRVSDHKHHPSDVLAGFAQGALVACCIVFFVSDLFKTKTTLSLPPSAIRKDMLSPV.... Result: 0 (no interaction). (2) The miRNA is mmu-miR-741-3p with sequence UGAGAGAUGCCAUUCUAUGUAGA. The protein sequence of the target gene is MDKSGIDSLDHVTSDAVELANRSDNSSDSSLFKTQCIPYSPKGEKRNPIRKFVRTPESVHASDSSSDSSFEPIPLTIKAIFERFKNRKKRYKKKKKRRYQPTGRPRGRPEGRRNPIYSLIDKKKQFRSRGSGFPFLESENEKNAPWRKILTFEQAVARGFFNYIEKLKYEHHLKESLKQMNVGEDLENEDFDSRRYKFLDDDGSISPIEESTAEDEDATHLEDNECDIKLAGDSFIVSSEFPVRLSVYLEEEDITEEAALSKKRATKAKNTGQRGLKM. Result: 0 (no interaction). (3) The miRNA is hsa-miR-25-3p with sequence CAUUGCACUUGUCUCGGUCUGA. The protein sequence of the target gene is MSSKGSVVLAYSGGLDTSCILVWLKEQGYDVIAYLANIGQKEDFEEARKKALKLGAKKVFIEDVSREFVEEFIWPAIQSSALYEDRYLLGTSLARPCIARKQVEIAQREGAKYVSHGATGKGNDQVRFELSCYSLAPQIKVIAPWRMPEFYNRFKGRNDLMEYAKQHGIPIPVTPKNPWSMDENLMHISYEAGILENPKNQAPPGLYTKTQDPAKAPNTPDILEIEFKKGVPVKVTNVKDGTTHQTSLELFMYLNEVAGKHGVGRIDIVENRFIGMKSRGIYETPAGTILYHAHLDIEAF.... Result: 1 (interaction). (4) Result: 0 (no interaction). The miRNA is mmu-miR-188-5p with sequence CAUCCCUUGCAUGGUGGAGGG. The protein sequence of the target gene is MGPLRESKKEHRVQHHDKEISRSRIPRLILRPHMPQQQHKVSPASESPFSEEESREFNPSSSGRSARTVSSNSFCSDDTGCPSSQSVSPVKTPSDAGNSPIGFCPGSDEGFTRKKCTIGMVGEGSIQSSRYKKESKSGLVKPGSEADFSSSSSTGSISAPEVHMSTAGSKRSSSSRNRGPHGRSNGASSHKPGSSPSSPREKDLLSMLCRNQLSPVNIHPSYAPSSPSSSNSGSYKGSDCSPIMRRSGRYMSCGENHGVRPPNPEQYLTPLQQKEVTVRHLKTKLKESERRLHERESEIV.... (5) The miRNA is hsa-miR-651-3p with sequence AAAGGAAAGUGUAUCCUAAAAG. The protein sequence of the target gene is MLASGLLLVALLACLTVMVLMSVWQQRKSRGKLPPGPTPLPFIGNYLQLNTEHICDSIMKFSECYGPVFTIHLGPRRVVVLCGHDAVREALVDQAEEFSGRGEQATFDWVFKGYGVAFSNGERAKQLLRFAIATLRDFGVGKRGIEERIQEESGFLIEAIRSTHGANIDPTFFLSRTVSNVISSIVFGDRFDYEDKEFLSLLSMMLGIFQFTSTSTGQLYEMFSSVMKHLPGPQQQAFKLLQGLEDFIAKKVEHNQRTLDPNSPQDFIDSFLIHMQEEEKNPNTEFYLKNLMMSTLNLFI.... Result: 0 (no interaction). (6) The miRNA is hsa-miR-4739 with sequence AAGGGAGGAGGAGCGGAGGGGCCCU. The protein sequence of the target gene is MQWNVPRTVSRLARRTCLEPHNAGLFGHCQNVKGPLLLYNAESKVVLVQGPQKQWLHLSAAQCVAKERRPLDAHPPQPGVLRHKQGKQHVSFRRVFSSSATAQGTPEKKEEPDPLQDKSISLYQRFKKTFRQYGKVLIPVHLITSGVWFGTFYYAALKGVNVVPFLELIGLPDSVVSILKNSQSGNALTAYALFKIATPARYTVTLGGTSVTVKYLRSHGYMSTPPPVKEYLQDRMEETKELITEKMEETKDRLTEKLQETKEKVSFKKKVE. Result: 1 (interaction).